This data is from Full USPTO retrosynthesis dataset with 1.9M reactions from patents (1976-2016). The task is: Predict the reactants needed to synthesize the given product. (1) Given the product [NH2:31][C:29]1[C:28]2[C:23](=[C:24]([NH2:32])[CH:25]=[CH:26][CH:27]=2)[N:22]=[C:21]([C:19]([OH:20])=[O:18])[CH:30]=1, predict the reactants needed to synthesize it. The reactants are: COC(C1C=C(O)C2C(=C(N)C=CC=2)N=1)=O.C[O:18][C:19]([C:21]1[CH:30]=[C:29]([NH2:31])[C:28]2[C:23](=[C:24]([NH2:32])[CH:25]=[CH:26][CH:27]=2)[N:22]=1)=[O:20]. (2) Given the product [I:3][C:4]1[CH:9]=[C:8]([N+:10]([O-:12])=[O:11])[CH:7]=[CH:6][C:5]=1[NH:13][S:14]([CH3:17])(=[O:16])=[O:15], predict the reactants needed to synthesize it. The reactants are: [Li+].[OH-].[I:3][C:4]1[CH:9]=[C:8]([N+:10]([O-:12])=[O:11])[CH:7]=[CH:6][C:5]=1[N:13](S(C)(=O)=O)[S:14]([CH3:17])(=[O:16])=[O:15].[NH4+].[Cl-].Cl.